Dataset: Catalyst prediction with 721,799 reactions and 888 catalyst types from USPTO. Task: Predict which catalyst facilitates the given reaction. (1) Reactant: C(O[C:4]([C:6]1[NH:7][N:8]=[C:9]([C:12]2[S:16][C:15]([C:17]3[CH:22]=[CH:21][CH:20]=[CH:19][CH:18]=3)=[N:14][CH:13]=2)[C:10]=1[Cl:11])=[O:5])C.[CH2:23]([NH2:25])[CH3:24]. Product: [CH2:23]([NH:25][C:4]([C:6]1[NH:7][N:8]=[C:9]([C:12]2[S:16][C:15]([C:17]3[CH:18]=[CH:19][CH:20]=[CH:21][CH:22]=3)=[N:14][CH:13]=2)[C:10]=1[Cl:11])=[O:5])[CH3:24]. The catalyst class is: 30. (2) Reactant: [NH2:1][C:2]1[C:11]([CH2:12][C:13]2[C:18]([O:19][CH3:20])=[CH:17][CH:16]=[CH:15][C:14]=2[OH:21])=[CH:10][C:9]2[C:4](=[CH:5][CH:6]=[CH:7][CH:8]=2)[N:3]=1.[C:22]1(P(C2C=CC=CC=2)C2C=CC=CC=2)C=CC=CC=1.CO.C(OC(N=NC(OC(C)C)=O)=O)(C)C. Product: [CH3:20][O:19][C:18]1[CH:17]=[CH:16][CH:15]=[C:14]([O:21][CH3:22])[C:13]=1[CH2:12][C:11]1[C:2]([NH2:1])=[N:3][C:4]2[C:9]([CH:10]=1)=[CH:8][CH:7]=[CH:6][CH:5]=2. The catalyst class is: 20.